This data is from Forward reaction prediction with 1.9M reactions from USPTO patents (1976-2016). The task is: Predict the product of the given reaction. (1) Given the reactants Cl[S:2]([C:5]1[CH:6]=[C:7]([CH:12]=[C:13]([C:15]([N:17]([CH2:21][CH2:22][CH3:23])[CH2:18][CH2:19][CH3:20])=[O:16])[CH:14]=1)[C:8]([O:10][CH3:11])=[O:9])(=[O:4])=[O:3].[NH3:24], predict the reaction product. The product is: [NH2:24][S:2]([C:5]1[CH:6]=[C:7]([CH:12]=[C:13]([C:15]([N:17]([CH2:21][CH2:22][CH3:23])[CH2:18][CH2:19][CH3:20])=[O:16])[CH:14]=1)[C:8]([O:10][CH3:11])=[O:9])(=[O:4])=[O:3]. (2) Given the reactants [Br:1][C:2]1[CH:3]=[CH:4][C:5](=[O:8])[NH:6][CH:7]=1.CI.[C:11](=O)([O-])[O-].[K+].[K+], predict the reaction product. The product is: [Br:1][C:2]1[CH:3]=[CH:4][C:5](=[O:8])[N:6]([CH3:11])[CH:7]=1. (3) Given the reactants [NH:1]1[CH2:5][CH2:4][CH2:3][CH2:2]1.[Cl:6][C:7]1[CH:8]=[CH:9][C:10]([N+:15]([O-:17])=[O:16])=[C:11]([CH:14]=1)[CH:12]=O.C(O[BH-](OC(=O)C)OC(=O)C)(=O)C.[Na+], predict the reaction product. The product is: [Cl:6][C:7]1[CH:8]=[CH:9][C:10]([N+:15]([O-:17])=[O:16])=[C:11]([CH:14]=1)[CH2:12][N:1]1[CH2:5][CH2:4][CH2:3][CH2:2]1. (4) The product is: [CH3:59][N:60]([CH3:80])[CH2:61][CH2:62][CH2:63][O:64][C:23]1[CH:22]=[CH:21][C:20]([C:17]2[CH:18]=[C:19]3[C:9]4[C:10](=[CH:11][N:12]=[C:7]([C:3]5[CH:2]=[N:1][CH:6]=[CH:5][CH:4]=5)[CH:8]=4)[NH:13][C:14]3=[N:15][CH:16]=2)=[CH:27][N:26]=1. Given the reactants [N:1]1[CH:6]=[CH:5][CH:4]=[C:3]([C:7]2[CH:8]=[C:9]3[C:19]4[C:14](=[N:15][CH:16]=[C:17]([C:20]5C=C[C:23]([N:26]6CCN(C(OC(C)(C)C)=O)C[CH2:27]6)=[CH:22][CH:21]=5)[CH:18]=4)[NH:13][C:10]3=[CH:11][N:12]=2)[CH:2]=1.BrC1C=C2C3C(=CN=C(C4C=NC=CC=4)C=3)NC2=NC=1.[CH3:59][N:60]([CH3:80])[CH2:61][CH2:62][CH2:63][O:64]C1C=CC(B2OC(C)(C)C(C)(C)O2)=CN=1, predict the reaction product. (5) Given the reactants Cl[C:2]([O:4][CH3:5])=[O:3].[NH2:6][CH2:7][CH2:8][S:9]([N:12]1[CH2:17][CH2:16][N:15]([C:18]([O:20][C:21]([CH3:24])([CH3:23])[CH3:22])=[O:19])[C@@H:14]([C:25]([NH:27][O:28][C:29]([CH3:32])([CH3:31])[CH3:30])=[O:26])[CH2:13]1)(=[O:11])=[O:10], predict the reaction product. The product is: [C:29]([O:28][NH:27][C:25]([C@H:14]1[CH2:13][N:12]([S:9]([CH2:8][CH2:7][NH:6][C:2]([O:4][CH3:5])=[O:3])(=[O:11])=[O:10])[CH2:17][CH2:16][N:15]1[C:18]([O:20][C:21]([CH3:24])([CH3:23])[CH3:22])=[O:19])=[O:26])([CH3:31])([CH3:32])[CH3:30]. (6) Given the reactants F[C:2]1[CH:7]=[C:6]([C:8]2[CH:13]=[CH:12][CH:11]=[C:10]([NH:14][CH2:15][C:16]3([C:22]#[N:23])[CH2:21][CH2:20][O:19][CH2:18][CH2:17]3)[N:9]=2)[C:5]([F:24])=[CH:4][N:3]=1.C(N(CC)CC)C.[CH3:32][O:33][CH2:34][C@H:35]([NH:37][C@H:38]1[CH2:43][CH2:42][C@H:41]([NH2:44])[CH2:40][CH2:39]1)[CH3:36], predict the reaction product. The product is: [F:24][C:5]1[C:6]([C:8]2[CH:13]=[CH:12][CH:11]=[C:10]([NH:14][CH2:15][C:16]3([C:22]#[N:23])[CH2:21][CH2:20][O:19][CH2:18][CH2:17]3)[N:9]=2)=[CH:7][C:2]([NH:44][C@H:41]2[CH2:40][CH2:39][C@H:38]([NH:37][C@H:35]([CH3:36])[CH2:34][O:33][CH3:32])[CH2:43][CH2:42]2)=[N:3][CH:4]=1.